Dataset: Full USPTO retrosynthesis dataset with 1.9M reactions from patents (1976-2016). Task: Predict the reactants needed to synthesize the given product. (1) The reactants are: [CH:1](=[O:4])[CH:2]=[CH2:3].[C:5]([Si:9]([CH3:38])([CH3:37])[O:10][C@@H:11]1[CH2:16][NH:15][CH2:14][C@H:13]([NH:17][C:18]2[C:19]3[CH:26]=[CH:25][N:24]([S:27]([C:30]4[CH:36]=[CH:35][C:33]([CH3:34])=[CH:32][CH:31]=4)(=[O:29])=[O:28])[C:20]=3[N:21]=[CH:22][N:23]=2)[CH2:12]1)([CH3:8])([CH3:7])[CH3:6].C(Cl)(=O)C=C. Given the product [Si:9]([O:10][C@H:11]1[CH2:12][C@@H:13]([NH:17][C:18]2[C:19]3[CH:26]=[CH:25][N:24]([S:27]([C:30]4[CH:36]=[CH:35][C:33]([CH3:34])=[CH:32][CH:31]=4)(=[O:28])=[O:29])[C:20]=3[N:21]=[CH:22][N:23]=2)[CH2:14][N:15]([C:1](=[O:4])[CH:2]=[CH2:3])[CH2:16]1)([C:5]([CH3:8])([CH3:7])[CH3:6])([CH3:38])[CH3:37], predict the reactants needed to synthesize it. (2) Given the product [NH2:43][C@@H:11]1[CH2:10][C@@H:9]([C:4]2[CH:3]=[C:2]([F:1])[CH:7]=[C:6]([F:8])[CH:5]=2)[N:14]([CH2:15][C:16]([NH:18][C:19]2[CH:20]=[C:21]3[C:34](=[CH:35][CH:36]=2)[CH2:33][C@:23]2([C:31]4[C:26](=[N:27][CH:28]=[CH:29][CH:30]=4)[NH:25][C:24]2=[O:32])[CH2:22]3)=[O:17])[C:13](=[O:37])[C:12]1([CH3:38])[CH3:39], predict the reactants needed to synthesize it. The reactants are: [F:1][C:2]1[CH:3]=[C:4]([C@H:9]2[N:14]([CH2:15][C:16]([NH:18][C:19]3[CH:20]=[C:21]4[C:34](=[CH:35][CH:36]=3)[CH2:33][C@:23]3([C:31]5[C:26](=[N:27][CH:28]=[CH:29][CH:30]=5)[NH:25][C:24]3=[O:32])[CH2:22]4)=[O:17])[C:13](=[O:37])[C:12]([CH3:39])([CH3:38])[C:11](=O)[CH2:10]2)[CH:5]=[C:6]([F:8])[CH:7]=1.[BH3-]C#[N:43].[Na+]. (3) Given the product [CH2:1]([O:8][C:9](=[O:31])[C@H:10]([CH2:16][CH2:17][CH2:18][CH2:19][NH:20][C:21]([O:23][CH2:24][C:25]1[CH:26]=[CH:27][CH:28]=[CH:29][CH:30]=1)=[O:22])[N:11]([CH2:12][CH:13]([CH3:15])[CH3:14])[S:42]([C:39]1[CH:40]=[CH:41][C:36]([C:32]([CH3:35])([CH3:34])[CH3:33])=[CH:37][CH:38]=1)(=[O:44])=[O:43])[C:2]1[CH:3]=[CH:4][CH:5]=[CH:6][CH:7]=1, predict the reactants needed to synthesize it. The reactants are: [CH2:1]([O:8][C:9](=[O:31])[C@H:10]([CH2:16][CH2:17][CH2:18][CH2:19][NH:20][C:21]([O:23][CH2:24][C:25]1[CH:30]=[CH:29][CH:28]=[CH:27][CH:26]=1)=[O:22])[NH:11][CH2:12][CH:13]([CH3:15])[CH3:14])[C:2]1[CH:7]=[CH:6][CH:5]=[CH:4][CH:3]=1.[C:32]([C:36]1[CH:41]=[CH:40][C:39]([S:42](Cl)(=[O:44])=[O:43])=[CH:38][CH:37]=1)([CH3:35])([CH3:34])[CH3:33].